This data is from Reaction yield outcomes from USPTO patents with 853,638 reactions. The task is: Predict the reaction yield, written as a fraction of the theoretical maximum amount of product (1.0 means a 100% yield; for example, 0.34 means a 34% yield). (1) The reactants are Cl.[CH2:2]1[C:7]2([CH2:12][CH2:11][CH:10]([CH2:13][C:14]([O:16][CH3:17])=[O:15])[CH2:9][CH2:8]2)[CH2:6][CH2:5][NH:4][CH2:3]1.CCN(C(C)C)C(C)C.Cl[C:28]([O:30][CH:31]1[CH:38]2[CH2:39][CH:34]3[CH2:35][CH:36]([CH2:40][CH:32]1[CH2:33]3)[CH2:37]2)=[O:29].Cl. The catalyst is C(Cl)Cl. The product is [CH3:17][O:16][C:14](=[O:15])[CH2:13][CH:10]1[CH2:11][CH2:12][C:7]2([CH2:2][CH2:3][N:4]([C:28]([O:30][CH:31]3[CH:32]4[CH2:40][CH:36]5[CH2:35][CH:34]([CH2:39][CH:38]3[CH2:37]5)[CH2:33]4)=[O:29])[CH2:5][CH2:6]2)[CH2:8][CH2:9]1. The yield is 0.740. (2) The reactants are [CH3:1][N:2]([CH3:17])[CH2:3][CH2:4][O:5][C:6]1[CH:11]=[CH:10][C:9]([CH2:12][CH2:13][CH2:14][CH2:15][NH2:16])=[CH:8][CH:7]=1.[C:18]([O:22][C:23]([NH:25][C:26](=[N:29][C:30]([C:32]1[C:37]([NH2:38])=[N:36][C:35]([NH2:39])=[C:34]([Cl:40])[N:33]=1)=[O:31])SC)=[O:24])([CH3:21])([CH3:20])[CH3:19]. The catalyst is C1COCC1.C(N(CC)CC)C. The product is [C:18]([O:22][C:23]([NH:25][C:26]([NH:29][C:30]([C:32]1[C:37]([NH2:38])=[N:36][C:35]([NH2:39])=[C:34]([Cl:40])[N:33]=1)=[O:31])=[N:16][CH2:15][CH2:14][CH2:13][CH2:12][C:9]1[CH:10]=[CH:11][C:6]([O:5][CH2:4][CH2:3][N:2]([CH3:1])[CH3:17])=[CH:7][CH:8]=1)=[O:24])([CH3:21])([CH3:19])[CH3:20]. The yield is 0.600. (3) The reactants are [CH3:1][O:2][C:3]1[CH:12]=[C:11]([O:13][CH3:14])[CH:10]=[C:9]2[C:4]=1[C:5](=[O:27])[NH:6][C:7]([C:15]1[CH:20]=[CH:19][C:18]([N:21]3[CH2:26][CH2:25][NH:24][CH2:23][CH2:22]3)=[CH:17][CH:16]=1)=[N:8]2.[Cl:28][C:29]1[S:30][C:31]([Cl:37])=[CH:32][C:33]=1[C:34](Cl)=[O:35].CCN(CC)CC. The catalyst is C(Cl)Cl. The product is [Cl:28][C:29]1[S:30][C:31]([Cl:37])=[CH:32][C:33]=1[C:34]([N:24]1[CH2:23][CH2:22][N:21]([C:18]2[CH:19]=[CH:20][C:15]([C:7]3[NH:6][C:5](=[O:27])[C:4]4[C:9](=[CH:10][C:11]([O:13][CH3:14])=[CH:12][C:3]=4[O:2][CH3:1])[N:8]=3)=[CH:16][CH:17]=2)[CH2:26][CH2:25]1)=[O:35]. The yield is 0.790. (4) The reactants are Br[C:2]1[N:7]=[C:6]([CH2:8][NH:9][C@H:10]([CH:13]([CH3:15])[CH3:14])[CH2:11][OH:12])[CH:5]=[CH:4][CH:3]=1.[Si:16]([C:23]1[S:24][C:25](B2OC(C)(C)C(C)(C)O2)=[CH:26][CH:27]=1)([C:19]([CH3:22])([CH3:21])[CH3:20])([CH3:18])[CH3:17].C(=O)([O-])[O-].[Cs+].[Cs+]. The catalyst is O1CCOCC1. The product is [Si:16]([C:23]1[S:24][C:25]([C:2]2[N:7]=[C:6]([CH2:8][NH:9][C@H:10]([CH:13]([CH3:15])[CH3:14])[CH2:11][OH:12])[CH:5]=[CH:4][CH:3]=2)=[CH:26][CH:27]=1)([C:19]([CH3:22])([CH3:21])[CH3:20])([CH3:18])[CH3:17]. The yield is 0.410. (5) The reactants are [C:1]([O:5][C:6]([NH:8][CH2:9][C:10]1[CH:31]=[CH:30][C:13]([C:14]([NH:16][CH2:17][C:18]2[CH:29]=[CH:28][C:21]([O:22][CH2:23][CH2:24][C:25](O)=[O:26])=[CH:20][CH:19]=2)=[O:15])=[CH:12][CH:11]=1)=[O:7])([CH3:4])([CH3:3])[CH3:2].N1C=CC=CC=1.F[P-](F)(F)(F)(F)F.N1(O[P+](N(C)C)(N(C)C)N(C)C)C2C=CC=CC=2N=N1.[Si:65]([O:72][C@H:73]1[CH2:77][NH:76][CH2:75][C@@H:74]1[OH:78])([C:68]([CH3:71])([CH3:70])[CH3:69])([CH3:67])[CH3:66]. The catalyst is CN(C=O)C. The product is [Si:65]([O:72][C@@H:73]1[C@@H:74]([OH:78])[CH2:75][N:76]([C:25](=[O:26])[CH2:24][CH2:23][O:22][C:21]2[CH:28]=[CH:29][C:18]([CH2:17][NH:16][C:14]([C:13]3[CH:30]=[CH:31][C:10]([CH2:9][NH:8][C:6](=[O:7])[O:5][C:1]([CH3:4])([CH3:3])[CH3:2])=[CH:11][CH:12]=3)=[O:15])=[CH:19][CH:20]=2)[CH2:77]1)([C:68]([CH3:71])([CH3:70])[CH3:69])([CH3:67])[CH3:66]. The yield is 0.360. (6) The reactants are [F:1][C:2]([F:24])([F:23])[C:3]1[CH:8]=[CH:7][N:6]=[CH:5][C:4]=1[N:9]1[CH2:18][CH2:17][C:16]2[C:11](=[CH:12][C:13]3[NH:21]N=[CH:19][C:14]=3[CH:15]=2)[C:10]1=[O:22]. The catalyst is CO.[Pd]. The product is [NH2:21][C:13]1[CH:12]=[C:11]2[C:16]([CH2:17][CH2:18][N:9]([C:4]3[CH:5]=[N:6][CH:7]=[CH:8][C:3]=3[C:2]([F:24])([F:23])[F:1])[C:10]2=[O:22])=[CH:15][C:14]=1[CH3:19]. The yield is 0.937. (7) The reactants are Cl.[CH:2]1[C:12]2[CH2:11][CH2:10][C:9]3[CH:13]=[CH:14][CH:15]=[CH:16][C:8]=3[C:7](=[CH:17][CH2:18][CH2:19][NH2:20])[C:6]=2[CH:5]=[CH:4][CH:3]=1.C(N(CC)CC)C.[Cl:28][C:29]1[CH:34]=[CH:33][C:32]([S:35](Cl)(=[O:37])=[O:36])=[CH:31][CH:30]=1. The catalyst is CN(C=O)C. The product is [Cl:28][C:29]1[CH:34]=[CH:33][C:32]([S:35]([NH:20][CH2:19][CH2:18][CH:17]=[C:7]2[C:8]3[CH:16]=[CH:15][CH:14]=[CH:13][C:9]=3[CH2:10][CH2:11][C:12]3[CH:2]=[CH:3][CH:4]=[CH:5][C:6]2=3)(=[O:37])=[O:36])=[CH:31][CH:30]=1. The yield is 0.930.